Dataset: Forward reaction prediction with 1.9M reactions from USPTO patents (1976-2016). Task: Predict the product of the given reaction. (1) The product is: [CH:1]1([CH2:7][CH2:8][NH:9][C:17]2[CH:22]=[CH:21][CH:20]=[C:19]([CH2:23][O:24][N:25]=[C:26]([C:33]3[N:37]([CH3:38])[N:36]=[N:35][N:34]=3)[C:27]3[CH:32]=[CH:31][CH:30]=[CH:29][CH:28]=3)[N:18]=2)[CH2:6][CH2:5][CH2:4][CH2:3][CH2:2]1. Given the reactants [CH:1]1([CH2:7][CH2:8][N:9]([C:17]2[CH:22]=[CH:21][CH:20]=[C:19]([CH2:23][O:24][N:25]=[C:26]([C:33]3[N:37]([CH3:38])[N:36]=[N:35][N:34]=3)[C:27]3[CH:32]=[CH:31][CH:30]=[CH:29][CH:28]=3)[N:18]=2)C(=O)OC(C)(C)C)[CH2:6][CH2:5][CH2:4][CH2:3][CH2:2]1.C(O)(C(F)(F)F)=O, predict the reaction product. (2) The product is: [O:1]1[CH2:6][CH2:5][N:4]([C:7]2[N:12]=[CH:11][C:10]([C:13]3[NH:36][C:16]4[N:17]=[CH:18][N:19]=[C:20]([C:21]5[CH:22]=[CH:23][C:24]([O:29][CH:30]6[CH2:35][CH2:34][O:33][CH2:32][CH2:31]6)=[C:25]([CH:28]=5)[C:26]#[N:27])[C:15]=4[CH:14]=3)=[CH:9][CH:8]=2)[CH2:3][CH2:2]1. Given the reactants [O:1]1[CH2:6][CH2:5][N:4]([C:7]2[N:12]=[CH:11][C:10]([C:13]3[N:36](COCC[Si](C)(C)C)[C:16]4[N:17]=[CH:18][N:19]=[C:20]([C:21]5[CH:22]=[CH:23][C:24]([O:29][CH:30]6[CH2:35][CH2:34][O:33][CH2:32][CH2:31]6)=[C:25]([CH:28]=5)[C:26]#[N:27])[C:15]=4[CH:14]=3)=[CH:9][CH:8]=2)[CH2:3][CH2:2]1.C(O)(C(F)(F)F)=O, predict the reaction product. (3) Given the reactants NC(N([CH2:13][C:14]1[CH:19]=C[C:17](C)=[CH:16][CH:15]=1)NC(OC(C)(C)C)=O)=O.CC1C=CC(CN(C(OC(C)(C)C)=[O:30])N)=CC=1.C[Si](N=[C:43]=[O:44])(C)C.II.[CH:47]([OH:50])([CH3:49])[CH3:48], predict the reaction product. The product is: [OH:50][C:47]1[CH:49]=[CH:19][C:14]([CH2:15][CH2:16][CH2:17][C:43]([OH:44])=[O:30])=[CH:13][CH:48]=1. (4) Given the reactants [F:1][CH:2]([F:18])[C:3]1[N:4]=[C:5]([C:10]2[CH:15]=[CH:14][C:13]([O:16][CH3:17])=[CH:12][CH:11]=2)[S:6][C:7]=1[CH2:8]O.C(N(CC)CC)C.CS([Cl:30])(=O)=O, predict the reaction product. The product is: [Cl:30][CH2:8][C:7]1[S:6][C:5]([C:10]2[CH:15]=[CH:14][C:13]([O:16][CH3:17])=[CH:12][CH:11]=2)=[N:4][C:3]=1[CH:2]([F:18])[F:1]. (5) Given the reactants [N:1]1([C:7]2[C:8]3[N:28]=[C:27]([CH2:29][N:30]4[CH2:35][CH2:34][CH:33]([C:36]([OH:39])([CH3:38])[CH3:37])[CH2:32][CH2:31]4)[S:26][C:9]=3[N:10]=[C:11]([Sn](CCCC)(CCCC)CCCC)[N:12]=2)[CH2:6][CH2:5][O:4][CH2:3][CH2:2]1.Br[C:41]1[N:46]2[CH:47]=[CH:48][N:49]=[C:45]2[C:44]([CH3:50])=[CH:43][CH:42]=1, predict the reaction product. The product is: [CH3:50][C:44]1[C:45]2[N:46]([CH:47]=[CH:48][N:49]=2)[C:41]([C:11]2[N:12]=[C:7]([N:1]3[CH2:6][CH2:5][O:4][CH2:3][CH2:2]3)[C:8]3[N:28]=[C:27]([CH2:29][N:30]4[CH2:35][CH2:34][CH:33]([C:36]([OH:39])([CH3:37])[CH3:38])[CH2:32][CH2:31]4)[S:26][C:9]=3[N:10]=2)=[CH:42][CH:43]=1. (6) Given the reactants [CH3:1][O:2][C:3](=[O:15])[C:4](=[O:14])[CH:5]([Cl:13])[C:6]1[CH:11]=[CH:10][C:9](F)=[CH:8][CH:7]=1.[CH3:16]C1C=C(C=CC=1)C=O.FC1C=CC(C=O)=CC=1, predict the reaction product. The product is: [CH3:1][O:2][C:3](=[O:15])[C:4](=[O:14])[CH:5]([Cl:13])[C:6]1[CH:11]=[C:10]([CH3:16])[CH:9]=[CH:8][CH:7]=1. (7) Given the reactants [C:1]([C:3]1[CH:8]=[CH:7][N:6]=[C:5]([N:9]2[CH2:14][CH2:13][N:12]([C:15]([O:17][CH2:18][C:19]([CH3:22])([CH3:21])[CH3:20])=[O:16])[CH2:11][CH2:10]2)[CH:4]=1)#[N:2].[C:23](O)(=O)[CH3:24].[NH2:27][NH2:28].C(=O)([O-])[O-].[K+].[K+], predict the reaction product. The product is: [CH3:24][C:23]1[NH:28][N:27]=[C:1]([C:3]2[CH:8]=[CH:7][N:6]=[C:5]([N:9]3[CH2:10][CH2:11][N:12]([C:15]([O:17][CH2:18][C:19]([CH3:22])([CH3:21])[CH3:20])=[O:16])[CH2:13][CH2:14]3)[CH:4]=2)[N:2]=1.